Dataset: Full USPTO retrosynthesis dataset with 1.9M reactions from patents (1976-2016). Task: Predict the reactants needed to synthesize the given product. Given the product [CH3:1][O:2][C:3]1[C:8]2[O:9][C:10]3([O:15][C:7]=2[C:6]([C:16]([O:18][CH3:19])=[O:17])=[CH:5][CH:4]=1)[CH2:14][CH2:13][S:12][CH2:11]3, predict the reactants needed to synthesize it. The reactants are: [CH3:1][O:2][C:3]1[C:8]2[O:9][C:10]3([O:15][C:7]=2[C:6]([C:16]([OH:18])=[O:17])=[CH:5][CH:4]=1)[CH2:14][CH2:13][S:12][CH2:11]3.[C:19]([O-])([O-])=O.[K+].[K+].S(OC)(OC)(=O)=O.O.